Dataset: Reaction yield outcomes from USPTO patents with 853,638 reactions. Task: Predict the reaction yield, written as a fraction of the theoretical maximum amount of product (1.0 means a 100% yield; for example, 0.34 means a 34% yield). (1) The reactants are CCN(C(C)C)C(C)C.[F:10][CH:11]([F:41])[C:12]1[N:16]([C:17]2[N:22]=[C:21]([N:23]3[CH2:28][CH2:27][O:26][CH2:25][CH2:24]3)[N:20]=[C:19]([N:29]3[CH2:34][CH2:33][NH:32][CH2:31][CH2:30]3)[N:18]=2)[C:15]2[CH:35]=[CH:36][CH:37]=[C:38]([O:39][CH3:40])[C:14]=2[N:13]=1.[Cl-].Cl[S:44]([CH2:47][CH2:48][C:49]1[CH:54]=[CH:53][NH+:52]=[CH:51][CH:50]=1)(=[O:46])=[O:45].O. The catalyst is C(Cl)Cl. The product is [F:41][CH:11]([F:10])[C:12]1[N:16]([C:17]2[N:22]=[C:21]([N:23]3[CH2:24][CH2:25][O:26][CH2:27][CH2:28]3)[N:20]=[C:19]([N:29]3[CH2:34][CH2:33][N:32]([S:44]([CH2:47][CH2:48][C:49]4[CH:50]=[CH:51][N:52]=[CH:53][CH:54]=4)(=[O:45])=[O:46])[CH2:31][CH2:30]3)[N:18]=2)[C:15]2[CH:35]=[CH:36][CH:37]=[C:38]([O:39][CH3:40])[C:14]=2[N:13]=1. The yield is 0.650. (2) The reactants are Cl[C:2]1[C:3](=[O:8])[NH:4][CH2:5][CH2:6][CH:7]=1.Cl/[C:10](=[N:15]\[NH:16][C:17]1[CH:22]=[CH:21][C:20]([O:23][CH3:24])=[CH:19][CH:18]=1)/[S:11]([CH3:14])(=[O:13])=[O:12].CCN(CC)CC.O. The catalyst is C1(C)C=CC=CC=1.CCOC(C)=O.C(Cl)Cl. The product is [CH3:24][O:23][C:20]1[CH:19]=[CH:18][C:17]([N:16]2[C:2]3[C:3](=[O:8])[NH:4][CH2:5][CH2:6][C:7]=3[C:10]([S:11]([CH3:14])(=[O:13])=[O:12])=[N:15]2)=[CH:22][CH:21]=1. The yield is 0.310.